The task is: Predict which catalyst facilitates the given reaction.. This data is from Catalyst prediction with 721,799 reactions and 888 catalyst types from USPTO. (1) Reactant: [Cl:1][C:2]1[CH:10]=[CH:9][C:5]([C:6]([NH2:8])=[O:7])=[CH:4][N:3]=1.[H-].[Na+].Br[CH2:14][C:15]1[C:24](=[O:25])[C:23]2[C:18](=[CH:19][C:20]([Cl:26])=[CH:21][CH:22]=2)[N:17]([C:27]2[CH:32]=[CH:31][CH:30]=[CH:29][CH:28]=2)[C:16]=1[C:33]1[O:34][CH:35]=[CH:36][N:37]=1. Product: [Cl:1][C:2]1[CH:10]=[CH:9][C:5]([C:6]([NH:8][CH2:14][C:15]2[C:24](=[O:25])[C:23]3[C:18](=[CH:19][C:20]([Cl:26])=[CH:21][CH:22]=3)[N:17]([C:27]3[CH:32]=[CH:31][CH:30]=[CH:29][CH:28]=3)[C:16]=2[C:33]2[O:34][CH:35]=[CH:36][N:37]=2)=[O:7])=[CH:4][N:3]=1. The catalyst class is: 3. (2) Reactant: [CH2:1]([O:8][C:9]1[CH:14]=[CH:13][C:12]([C:15]([CH3:19])([CH3:18])[CH2:16][NH2:17])=[CH:11][CH:10]=1)[C:2]1[CH:7]=[CH:6][CH:5]=[CH:4][CH:3]=1.[CH:20](O)=[O:21].O. Product: [CH2:1]([O:8][C:9]1[CH:10]=[CH:11][C:12]([C:15]([CH3:19])([CH3:18])[CH2:16][NH:17][CH:20]=[O:21])=[CH:13][CH:14]=1)[C:2]1[CH:3]=[CH:4][CH:5]=[CH:6][CH:7]=1. The catalyst class is: 113.